Task: Predict the reactants needed to synthesize the given product.. Dataset: Full USPTO retrosynthesis dataset with 1.9M reactions from patents (1976-2016) (1) Given the product [C:16]([C:5]1[N:6]([CH2:8][O:9][CH2:10][CH2:11][Si:12]([CH3:14])([CH3:13])[CH3:15])[CH:7]=[C:3]([CH2:2][O:1][C:25](=[O:27])[C@@H:20]([NH:19][C:28]([O:30][C:31]([CH3:34])([CH3:33])[CH3:32])=[O:29])[CH2:21][C:22]2[CH:23]=[CH:42][CH:41]=[CH:40][CH:24]=2)[N:4]=1)(=[O:18])[CH3:17], predict the reactants needed to synthesize it. The reactants are: [OH:1][CH2:2][C:3]1[N:4]=[C:5]([C:16](=[O:18])[CH3:17])[N:6]([CH2:8][O:9][CH2:10][CH2:11][Si:12]([CH3:15])([CH3:14])[CH3:13])[CH:7]=1.[NH:19]([C:28]([O:30][C:31]([CH3:34])([CH3:33])[CH3:32])=[O:29])[C@H:20]([C:25]([OH:27])=O)[CH2:21][CH:22]([CH3:24])[CH3:23].CCN=C=N[CH2:40][CH2:41][CH2:42]N(C)C.Cl. (2) Given the product [C:1]([O:5][C:6](=[O:27])[NH:7][CH2:8][C:9]1[CH:14]=[C:13]([O:15][C:16]2[CH:21]=[CH:20][CH:19]=[C:18]([O:22][CH3:23])[CH:17]=2)[CH:12]=[CH:11][C:10]=1[NH2:24])([CH3:4])([CH3:2])[CH3:3], predict the reactants needed to synthesize it. The reactants are: [C:1]([O:5][C:6](=[O:27])[NH:7][CH2:8][C:9]1[CH:14]=[C:13]([O:15][C:16]2[CH:21]=[CH:20][CH:19]=[C:18]([O:22][CH3:23])[CH:17]=2)[CH:12]=[CH:11][C:10]=1[N+:24]([O-])=O)([CH3:4])([CH3:3])[CH3:2].[Cl-].[NH4+].C(O)C. (3) Given the product [CH:1]1([CH:4]=[CH:5][C:6]2[S:10][C:9]([CH2:11][N:36]3[C:32](=[O:42])[C:33]4[C:34](=[CH:38][CH:39]=[CH:40][CH:41]=4)[C:35]3=[O:37])=[CH:8][CH:7]=2)[CH2:2][CH2:3]1, predict the reactants needed to synthesize it. The reactants are: [CH:1]1([CH:4]=[CH:5][C:6]2[S:10][C:9]([CH2:11]O)=[CH:8][CH:7]=2)[CH2:3][CH2:2]1.C1(P(C2C=CC=CC=2)C2C=CC=CC=2)C=CC=CC=1.[C:32]1(=[O:42])[NH:36][C:35](=[O:37])[C:34]2=[CH:38][CH:39]=[CH:40][CH:41]=[C:33]12.COC(N=NC(OC)=O)=O. (4) Given the product [NH2:3][C:6]1([CH3:19])[CH2:7][CH2:8][N:9]([C:12]([O:14][C:15]([CH3:18])([CH3:17])[CH3:16])=[O:13])[CH2:10][CH2:11]1, predict the reactants needed to synthesize it. The reactants are: [OH-].[K+].[N:3]([C:6]1([CH3:19])[CH2:11][CH2:10][N:9]([C:12]([O:14][C:15]([CH3:18])([CH3:17])[CH3:16])=[O:13])[CH2:8][CH2:7]1)=C=O. (5) Given the product [ClH:75].[CH2:22]([N:13]1[CH2:12][CH2:11][C:8]2([CH2:10][CH2:9]2)[C:15](=[O:16])[CH2:14]1)[C:23]1[CH:28]=[CH:27][CH:26]=[CH:25][CH:24]=1, predict the reactants needed to synthesize it. The reactants are: C(OC([C:8]1([CH2:11][CH2:12][N:13]([CH2:22][C:23]2[CH:28]=[CH:27][CH:26]=[CH:25][CH:24]=2)[CH2:14][C:15](OC(C)(C)C)=[O:16])[CH2:10][CH2:9]1)=O)(C)(C)C.C[Si](C)(C)[N-][Si](C)(C)C.[Li+].[Li].C(OC(C1N(CC2C=CC=CC=2)CCC2(CC2)C=1O)=O)(C)(C)C.S(=O)(=O)(O)O.[OH-].[Na+].C(=O)([O-])O.[Na+].[ClH:75]. (6) Given the product [Br:7][C:8]1[S:9][C:10]2[CH2:11][CH2:12][C:13]3[CH:28]=[CH:27][CH:26]=[CH:25][C:14]=3[C:15](=[C:18]3[CH2:23][CH2:22][N:21]([C:1]([O:2][CH2:3][CH3:4])=[O:5])[CH2:20][CH2:19]3)[C:16]=2[CH:17]=1, predict the reactants needed to synthesize it. The reactants are: [C:1](Cl)(=[O:5])[O:2][CH2:3][CH3:4].[Br:7][C:8]1[S:9][C:10]2[CH2:11][CH2:12][C:13]3[CH:28]=[CH:27][CH:26]=[CH:25][C:14]=3[C:15](=[C:18]3[CH2:23][CH2:22][N:21](C)[CH2:20][CH2:19]3)[C:16]=2[CH:17]=1.C(=O)([O-])O.[Na+]. (7) Given the product [Cl:1][C:2]1[CH:10]=[C:9]2[C:5]([C:6]([CH2:26][CH2:27][CH2:28][O:29][C:30]3[CH:31]=[C:32]([CH3:38])[C:33]([Cl:37])=[C:34]([CH3:36])[CH:35]=3)=[C:7]([C:11]([NH:13][S:14]([C:17]3[O:21][C:20]([C:22]([OH:24])=[O:23])=[CH:19][CH:18]=3)(=[O:16])=[O:15])=[O:12])[NH:8]2)=[CH:4][CH:3]=1, predict the reactants needed to synthesize it. The reactants are: [Cl:1][C:2]1[CH:10]=[C:9]2[C:5]([C:6]([CH2:26][CH2:27][CH2:28][O:29][C:30]3[CH:35]=[C:34]([CH3:36])[C:33]([Cl:37])=[C:32]([CH3:38])[CH:31]=3)=[C:7]([C:11]([NH:13][S:14]([C:17]3[O:21][C:20]([C:22]([O:24]C)=[O:23])=[CH:19][CH:18]=3)(=[O:16])=[O:15])=[O:12])[NH:8]2)=[CH:4][CH:3]=1.C1COCC1.[Li+].[OH-].Cl. (8) Given the product [CH3:10][O:9][C:7]([C:6]1[CH:5]=[CH:4][C:3]([NH:1][NH:2][C:18]([O:17][C:14]([CH3:16])([CH3:15])[CH3:13])=[O:19])=[CH:12][CH:11]=1)=[O:8], predict the reactants needed to synthesize it. The reactants are: [NH:1]([C:3]1[CH:12]=[CH:11][C:6]([C:7]([O:9][CH3:10])=[O:8])=[CH:5][CH:4]=1)[NH2:2].[CH3:13][C:14]([O:17][C:18](O[C:18]([O:17][C:14]([CH3:16])([CH3:15])[CH3:13])=[O:19])=[O:19])([CH3:16])[CH3:15].